This data is from Forward reaction prediction with 1.9M reactions from USPTO patents (1976-2016). The task is: Predict the product of the given reaction. (1) Given the reactants Cl.Cl.[CH3:3][C:4]1[CH:9]=[CH:8][C:7]([N:10]2[CH2:15][CH2:14][NH:13][CH2:12][CH2:11]2)=[CH:6][CH:5]=1.CCN(CC)CC.[CH:23]1([C:28](Cl)=[O:29])[CH2:27][CH2:26][CH2:25][CH2:24]1, predict the reaction product. The product is: [CH:23]1([C:28]([CH:11]2[CH2:12][NH:13][CH2:14][CH2:15][N:10]2[C:7]2[CH:6]=[CH:5][C:4]([CH3:3])=[CH:9][CH:8]=2)=[O:29])[CH2:27][CH2:26][CH2:25][CH2:24]1. (2) The product is: [C:5]1([S:11][C:12]2[CH:17]=[CH:16][CH:15]=[CH:14][C:13]=2[NH:18][C:1]([N:28]2[CH2:29][CH2:30][N:25]([CH2:24][CH2:23][O:22][CH2:21][CH2:20][OH:19])[CH2:26][CH2:27]2)=[O:2])[CH:6]=[CH:7][CH:8]=[CH:9][CH:10]=1. Given the reactants [C:1](Cl)(Cl)=[O:2].[C:5]1([S:11][C:12]2[CH:17]=[CH:16][CH:15]=[CH:14][C:13]=2[NH2:18])[CH:10]=[CH:9][CH:8]=[CH:7][CH:6]=1.[OH:19][CH2:20][CH2:21][O:22][CH2:23][CH2:24][N:25]1[CH2:30][CH2:29][NH:28][CH2:27][CH2:26]1, predict the reaction product. (3) Given the reactants [CH3:1][C:2]1[CH:3]=[N:4][C:5]([C:8]2[CH:13]=[CH:12][C:11]([C:14]([F:17])([F:16])[F:15])=[CH:10][CH:9]=2)=[N:6][CH:7]=1.[CH3:18][Li].O, predict the reaction product. The product is: [CH3:18][C:7]1[C:2]([CH3:1])=[CH:3][N:4]=[C:5]([C:8]2[CH:9]=[CH:10][C:11]([C:14]([F:17])([F:15])[F:16])=[CH:12][CH:13]=2)[N:6]=1. (4) Given the reactants [CH3:1][NH2:2].Cl.CN.[OH-].[Na+].[C:8]([N:15]1[CH2:20][CH2:19][C:18](=O)[CH2:17][CH2:16]1)([O:10][C:11]([CH3:14])([CH3:13])[CH3:12])=[O:9].[N:22]1[O:23][N:24]=[C:25]2[CH:30]=[C:29]([C:31](Cl)=[O:32])[CH:28]=[CH:27][C:26]=12, predict the reaction product. The product is: [C:11]([O:10][C:8]([N:15]1[CH2:20][CH2:19][CH:18]([N:2]([C:31]([C:29]2[CH:28]=[CH:27][C:26]3=[N:22][O:23][N:24]=[C:25]3[CH:30]=2)=[O:32])[CH3:1])[CH2:17][CH2:16]1)=[O:9])([CH3:14])([CH3:13])[CH3:12]. (5) Given the reactants [Cl:1][C:2]1[CH:3]=[N:4][CH:5]=[C:6]([Cl:29])[C:7]=1[CH2:8][C:9]([C:11]1[C:26]2[O:25][CH2:24][C:18]3([CH2:23][CH2:22][O:21][CH2:20][CH2:19]3)[CH2:17][O:16][C:15]=2[C:14]([O:27][CH3:28])=[CH:13][CH:12]=1)=[O:10].[OH:30]O, predict the reaction product. The product is: [Cl:29][C:6]1[CH:5]=[N+:4]([O-:30])[CH:3]=[C:2]([Cl:1])[C:7]=1[CH2:8][C:9]([C:11]1[C:26]2[O:25][CH2:24][C:18]3([CH2:19][CH2:20][O:21][CH2:22][CH2:23]3)[CH2:17][O:16][C:15]=2[C:14]([O:27][CH3:28])=[CH:13][CH:12]=1)=[O:10]. (6) Given the reactants CC1C([B:12]2[O:16][C:15]([CH3:18])([CH3:17])[C:14]([CH3:20])([CH3:19])[O:13]2)=CC2NCCOC=2C=1.Br[CH:22]1[O:27][C:26]2[CH:28]=[C:29]([F:32])[CH:30]=[CH:31][C:25]=2[NH:24][CH:23]1[CH3:33], predict the reaction product. The product is: [F:32][C:29]1[C:30]([B:12]2[O:16][C:15]([CH3:18])([CH3:17])[C:14]([CH3:20])([CH3:19])[O:13]2)=[CH:31][C:25]2[NH:24][CH:23]([CH3:33])[CH2:22][O:27][C:26]=2[CH:28]=1. (7) Given the reactants [F:1][C:2]1[CH:3]=[CH:4][C:5]2[O:10][CH:9]([CH:11]=[O:12])[CH2:8][CH2:7][C:6]=2[CH:13]=1.[C-:14]#[N:15].[K+].C(=O)([O-])[O-].[Na+].[Na+], predict the reaction product. The product is: [F:1][C:2]1[CH:3]=[CH:4][C:5]2[O:10][CH:9]([CH:11]([OH:12])[C:14]#[N:15])[CH2:8][CH2:7][C:6]=2[CH:13]=1. (8) Given the reactants [Cl:1][C:2]1[N:11]=[C:10](Cl)[C:9]2[C:4](=[CH:5][CH:6]=[CH:7][CH:8]=2)[N:3]=1.[CH3:13][NH2:14], predict the reaction product. The product is: [Cl:1][C:2]1[N:11]=[C:10]([NH:14][CH3:13])[C:9]2[C:4](=[CH:5][CH:6]=[CH:7][CH:8]=2)[N:3]=1. (9) Given the reactants [CH3:1][N:2]1[CH2:7][CH2:6][N:5]([CH2:8][CH2:9][O:10][C:11]2[CH:16]=[CH:15][N:14]3[C:17]([C:20]([O-])=[O:21])=[CH:18][N:19]=[C:13]3[CH:12]=2)[CH2:4][CH2:3]1.[Li+].CN1C(=O)CCC1.ClC1C=C(Cl)C=C(Cl)C=1C(Cl)=O.[Cl:43][C:44]1[C:52]2[N:51]([CH2:53][C:54]3[CH:59]=[CH:58][CH:57]=[C:56]([CH3:60])[N:55]=3)[N:50]=[CH:49][C:48]=2[C:47]([NH2:61])=[CH:46][CH:45]=1, predict the reaction product. The product is: [Cl:43][C:44]1[CH:45]=[CH:46][C:47]([NH:61][C:20]([C:17]2[N:14]3[CH:15]=[CH:16][C:11]([O:10][CH2:9][CH2:8][N:5]4[CH2:6][CH2:7][N:2]([CH3:1])[CH2:3][CH2:4]4)=[CH:12][C:13]3=[N:19][CH:18]=2)=[O:21])=[C:48]2[C:52]=1[N:51]([CH2:53][C:54]1[CH:59]=[CH:58][CH:57]=[C:56]([CH3:60])[N:55]=1)[N:50]=[CH:49]2. (10) Given the reactants [C:1]([C:8]1NC=CN=1)([C:3]1NC=CN=1)=O.[Cl:13][C:14]1[CH:22]=[CH:21][C:17]([C:18]([OH:20])=[O:19])=[CH:16][N:15]=1.C(O)(C)C, predict the reaction product. The product is: [Cl:13][C:14]1[CH:22]=[CH:21][C:17]([C:18]([O:20][CH:1]([CH3:8])[CH3:3])=[O:19])=[CH:16][N:15]=1.